The task is: Predict the reaction yield, written as a fraction of the theoretical maximum amount of product (1.0 means a 100% yield; for example, 0.34 means a 34% yield).. This data is from Reaction yield outcomes from USPTO patents with 853,638 reactions. The reactants are CC1(C)[O:7][CH2:6][CH:5]([NH:8][C:9]2[CH:10]=[C:11]3[C:15](=[CH:16][CH:17]=2)[NH:14][N:13]=[CH:12]3)[CH2:4][O:3]1.Cl. The catalyst is O1CCCC1. The product is [NH:14]1[C:15]2[C:11](=[CH:10][C:9]([NH:8][CH:5]([CH2:4][OH:3])[CH2:6][OH:7])=[CH:17][CH:16]=2)[CH:12]=[N:13]1. The yield is 0.840.